This data is from Forward reaction prediction with 1.9M reactions from USPTO patents (1976-2016). The task is: Predict the product of the given reaction. (1) Given the reactants C([O:4][C@H:5]1[CH2:9][CH2:8][N:7]([C:10]([O:12][CH2:13][C:14]2[CH:19]=[CH:18][CH:17]=[CH:16][CH:15]=2)=[O:11])[CH2:6]1)(=O)C.C(O)C.[OH-].[K+], predict the reaction product. The product is: [OH:4][C@H:5]1[CH2:9][CH2:8][N:7]([C:10]([O:12][CH2:13][C:14]2[CH:19]=[CH:18][CH:17]=[CH:16][CH:15]=2)=[O:11])[CH2:6]1. (2) Given the reactants [CH2:1]([O:3][C:4]([C:6]1(C(O)=O)[CH2:9][CH:8]([CH3:10])[CH2:7]1)=[O:5])[CH3:2].C([N:16](CC)CC)C.[Cl:21]C(OCC(C)C)=O.[N-]=[N+]=[N-].[Na+], predict the reaction product. The product is: [ClH:21].[CH2:1]([O:3][C:4]([C:6]1([NH2:16])[CH2:9][CH:8]([CH3:10])[CH2:7]1)=[O:5])[CH3:2]. (3) Given the reactants [NH2:1][CH2:2][CH2:3][CH2:4][CH2:5][N:6]1[C:18]2[C:17]3[CH:16]=[CH:15][CH:14]=[CH:13][C:12]=3[N:11]=[C:10]([NH2:19])[C:9]=2[N:8]=[C:7]1[CH2:20][CH3:21].C(N(CC)CC)C.[CH:29]1([C:34](Cl)=[O:35])[CH2:33][CH2:32][CH2:31][CH2:30]1, predict the reaction product. The product is: [NH2:19][C:10]1[C:9]2[N:8]=[C:7]([CH2:20][CH3:21])[N:6]([CH2:5][CH2:4][CH2:3][CH2:2][NH:1][C:34]([CH:29]3[CH2:33][CH2:32][CH2:31][CH2:30]3)=[O:35])[C:18]=2[C:17]2[CH:16]=[CH:15][CH:14]=[CH:13][C:12]=2[N:11]=1. (4) Given the reactants [C:1]([O:5][C:6]([N:8]1[CH2:13][CH2:12][CH2:11][C@@H:10]([N:14]([CH:44]([CH3:46])[CH3:45])[C:15]([C:17]2[C:18]([C:40]([F:43])([F:42])[F:41])=[CH:19][C:20]3[O:25][C:24]([CH3:31])(C(OCC)=O)[C:23](=[O:32])[N:22]([CH2:33][CH2:34][CH2:35][CH2:36][O:37][CH3:38])[C:21]=3[CH:39]=2)=[O:16])[CH2:9]1)=[O:7])([CH3:4])([CH3:3])[CH3:2].C[Mg]Br.[Cl-].[NH4+], predict the reaction product. The product is: [OH:5][C:1]([C:24]1([CH3:31])[C:23](=[O:32])[N:22]([CH2:33][CH2:34][CH2:35][CH2:36][O:37][CH3:38])[C:21]2[CH:39]=[C:17]([C:15]([N:14]([CH:44]([CH3:45])[CH3:46])[C@@H:10]3[CH2:11][CH2:12][CH2:13][N:8]([C:6]([O:5][C:1]([CH3:2])([CH3:4])[CH3:3])=[O:7])[CH2:9]3)=[O:16])[C:18]([C:40]([F:43])([F:41])[F:42])=[CH:19][C:20]=2[O:25]1)([CH3:3])[CH3:2]. (5) Given the reactants [CH3:1][O:2][C:3]1[CH:14]=[CH:13][C:6]2[CH2:7][CH2:8][CH2:9][CH:10]([NH2:12])[CH2:11][C:5]=2[CH:4]=1.[C:15]1([S:21][CH2:22][C@H:23]2[O:25][CH2:24]2)[CH:20]=[CH:19][CH:18]=[CH:17][CH:16]=1.FC(F)(F)S([O-])(=O)=O.[Yb+3].FC(F)(F)S([O-])(=O)=O.FC(F)(F)S([O-])(=O)=O.C(=O)([O-])O.[Na+].[Cl:56]CCl, predict the reaction product. The product is: [ClH:56].[CH3:1][O:2][C:3]1[CH:14]=[CH:13][C:6]2[CH2:7][CH2:8][CH2:9][CH:10]([NH:12][CH2:24][C@H:23]([OH:25])[CH2:22][S:21][C:15]3[CH:20]=[CH:19][CH:18]=[CH:17][CH:16]=3)[CH2:11][C:5]=2[CH:4]=1. (6) Given the reactants CC(CCCCCCCCC(N[C@H]1[C@H](O[C:81]2[C:76]3[O:75][C:69]4[CH:68]=C[C:72]([C@@H](O)[C@@H]5NC(=O)[C@H](N[C:84]([C@@H:83]6NC([C@H]7NC(=O)[C@@H](CC8C=CC(O[C:80]=2[CH:79]=[C:78]6[CH:77]=3)=CC=8)N[C:84](=O)[C@H:83](NC)[C:78]2[CH:79]=[CH:80][C:81](O)=[C:76]([CH:77]=2)[O:75][C:69]2[CH:70]=[C:71](O)[C:72](Cl)=C7[CH:68]=2)=O)=O)C2C=CC(O)=C(C=2)C2C(O[C@H]3O[C@H](CO)[C@@H](O)[C@H](O)[C@@H]3O)=CC(O)=CC=2[C@@H](C(NCCCN(C)C)=O)NC5=O)=[CH:71][C:70]=4Cl)O[C@H](C(O)=O)[C@@H](O)[C@@H]1O)=O)C.[CH:129]1[C:138]2[C:133](=[CH:134][CH:135]=[CH:136][CH:137]=2)[CH:132]=[CH:131][C:130]=1B(O)O.[C:142](=[O:145])([O-])[O-].[Na+].[Na+], predict the reaction product. The product is: [CH:69]1([O:75][C:76]2[CH:77]=[C:78]3[C:79](=[CH:80][C:81]=2[C:130]2[CH:131]=[CH:132][C:133]4[C:138](=[CH:137][CH:136]=[CH:135][CH:134]=4)[CH:129]=2)[C:142](=[O:145])[CH2:84][CH2:83]3)[CH2:68][CH2:72][CH2:71][CH2:70]1. (7) Given the reactants [F:1][C:2]([F:12])([F:11])[S:3][C:4]1[CH:9]=[CH:8][C:7]([OH:10])=[CH:6][CH:5]=1.[N+:13]([O-])([OH:15])=[O:14].S(=O)(=O)(O)O, predict the reaction product. The product is: [N+:13]([C:6]1[CH:5]=[C:4]([S:3][C:2]([F:11])([F:1])[F:12])[CH:9]=[CH:8][C:7]=1[OH:10])([O-:15])=[O:14]. (8) Given the reactants B(Br)(Br)Br.[Cl:5][C:6]1[CH:14]=[C:13]2[C:9]([C:10]([NH2:33])=[N:11][C:12]2([C:25]2[CH:30]=[CH:29][CH:28]=[C:27]([O:31]C)[CH:26]=2)[C:15]2[CH:20]=[CH:19][N:18]=[C:17]([C:21]([F:24])([F:23])[F:22])[CH:16]=2)=[C:8]([F:34])[CH:7]=1, predict the reaction product. The product is: [NH2:33][C:10]1[C:9]2[C:13](=[CH:14][C:6]([Cl:5])=[CH:7][C:8]=2[F:34])[C:12]([C:25]2[CH:26]=[C:27]([OH:31])[CH:28]=[CH:29][CH:30]=2)([C:15]2[CH:20]=[CH:19][N:18]=[C:17]([C:21]([F:24])([F:23])[F:22])[CH:16]=2)[N:11]=1.